From a dataset of Peptide-MHC class II binding affinity with 134,281 pairs from IEDB. Regression. Given a peptide amino acid sequence and an MHC pseudo amino acid sequence, predict their binding affinity value. This is MHC class II binding data. (1) The peptide sequence is GKEFIRCLALPFRGY. The MHC is DRB1_0801 with pseudo-sequence DRB1_0801. The binding affinity (normalized) is 0.631. (2) The peptide sequence is KFITHSVTFSEINKA. The MHC is DRB1_0301 with pseudo-sequence DRB1_0301. The binding affinity (normalized) is 0.189. (3) The peptide sequence is VRVPVPQLQPQNPSQ. The MHC is HLA-DQA10501-DQB10301 with pseudo-sequence HLA-DQA10501-DQB10301. The binding affinity (normalized) is 0.498. (4) The peptide sequence is KPGNRNPYENLLYKL. The MHC is DRB1_0101 with pseudo-sequence DRB1_0101. The binding affinity (normalized) is 0.453.